Dataset: Forward reaction prediction with 1.9M reactions from USPTO patents (1976-2016). Task: Predict the product of the given reaction. (1) Given the reactants [O:1]=[C:2]1[C:11]2[C:6](=[CH:7][CH:8]=[CH:9][CH:10]=2)[N:5]=[C:4]([CH2:12][CH2:13][CH2:14][C:15]([OH:17])=O)[NH:3]1.FC(F)(F)C(O)=O.[CH3:25][C:26]1[CH:27]=[CH:28][C:29]2[NH:33][C:32](=[O:34])[N:31]([CH:35]3[CH2:40][CH2:39][NH:38][CH2:37][CH2:36]3)[C:30]=2[CH:41]=1, predict the reaction product. The product is: [CH3:25][C:26]1[CH:27]=[CH:28][C:29]2[NH:33][C:32](=[O:34])[N:31]([CH:35]3[CH2:40][CH2:39][N:38]([C:15](=[O:17])[CH2:14][CH2:13][CH2:12][C:4]4[NH:3][C:2](=[O:1])[C:11]5[C:6](=[CH:7][CH:8]=[CH:9][CH:10]=5)[N:5]=4)[CH2:37][CH2:36]3)[C:30]=2[CH:41]=1. (2) Given the reactants [CH2:1]([C@@:5]1([CH2:43][CH3:44])[NH:11][C@H:10]([C:12]2[CH:17]=[CH:16][CH:15]=[CH:14][CH:13]=2)[C:9]2[CH:18]=[C:19]([O:39][CH3:40])[C:20]([CH2:22][CH2:23][C:24]([N:26]([CH2:33][C:34]([O:36]CC)=[O:35])[CH2:27][C:28]([O:30]CC)=[O:29])=[O:25])=[CH:21][C:8]=2[S:7](=[O:42])(=[O:41])[CH2:6]1)[CH2:2][CH2:3][CH3:4].[OH-].[Li+].Cl, predict the reaction product. The product is: [CH2:1]([C@@:5]1([CH2:43][CH3:44])[NH:11][C@H:10]([C:12]2[CH:13]=[CH:14][CH:15]=[CH:16][CH:17]=2)[C:9]2[CH:18]=[C:19]([O:39][CH3:40])[C:20]([CH2:22][CH2:23][C:24]([N:26]([CH2:33][C:34]([OH:36])=[O:35])[CH2:27][C:28]([OH:30])=[O:29])=[O:25])=[CH:21][C:8]=2[S:7](=[O:42])(=[O:41])[CH2:6]1)[CH2:2][CH2:3][CH3:4]. (3) Given the reactants Br[C:2]1[CH:14]=[CH:13][C:5]([C:6]([NH:8][CH2:9][CH2:10][CH2:11][CH3:12])=[O:7])=[C:4]([F:15])[CH:3]=1.[NH2:16][C:17]([CH3:22])([CH3:21])[C:18]([OH:20])=[O:19].C([O-])([O-])=O.[K+].[K+].C(C1CCCCC1=O)(=O)C.C(O)(=O)CC(CC(O)=O)(C(O)=O)O, predict the reaction product. The product is: [CH2:9]([NH:8][C:6]([C:5]1[CH:13]=[CH:14][C:2]([NH:16][C:17]([CH3:22])([CH3:21])[C:18]([OH:20])=[O:19])=[CH:3][C:4]=1[F:15])=[O:7])[CH2:10][CH2:11][CH3:12]. (4) Given the reactants [CH3:1][O:2][C:3]1[CH:4]=[CH:5][C:6]2[N:7]([N:9]=[C:10]([C:23]3[CH:28]=[CH:27][C:26]([CH3:29])=[CH:25][CH:24]=3)[C:11]=2[CH2:12][C:13]2[N:18]=[C:17]([C:19]([O:21]C)=[O:20])[CH:16]=[CH:15][CH:14]=2)[CH:8]=1.[OH-].[Na+].Cl, predict the reaction product. The product is: [CH3:1][O:2][C:3]1[CH:4]=[CH:5][C:6]2[N:7]([N:9]=[C:10]([C:23]3[CH:24]=[CH:25][C:26]([CH3:29])=[CH:27][CH:28]=3)[C:11]=2[CH2:12][C:13]2[N:18]=[C:17]([C:19]([OH:21])=[O:20])[CH:16]=[CH:15][CH:14]=2)[CH:8]=1. (5) Given the reactants Cl[C:2]1[N:3]=[CH:4][C:5]2[N:6]([CH3:21])[C:7](=[O:20])[C:8]3([CH2:19][CH2:18]3)[CH2:9][N:10]([CH:13]3[CH2:17][CH2:16][CH2:15][CH2:14]3)[C:11]=2[N:12]=1.O.C1(C)C=CC(S(O)(=O)=O)=CC=1.[NH2:34][C:35]1[CH:53]=[CH:52][C:38]([C:39]([NH:41][CH2:42][C:43]([CH3:51])([CH3:50])[CH2:44][N:45]2[CH2:49][CH2:48][CH2:47][CH2:46]2)=[O:40])=[CH:37][C:36]=1[O:54][CH3:55].CC(C)CC(O)C, predict the reaction product. The product is: [CH:13]1([N:10]2[CH2:9][C:8]3([CH2:19][CH2:18]3)[C:7](=[O:20])[N:6]([CH3:21])[C:5]3[CH:4]=[N:3][C:2]([NH:34][C:35]4[CH:53]=[CH:52][C:38]([C:39]([NH:41][CH2:42][C:43]([CH3:50])([CH3:51])[CH2:44][N:45]5[CH2:49][CH2:48][CH2:47][CH2:46]5)=[O:40])=[CH:37][C:36]=4[O:54][CH3:55])=[N:12][C:11]2=3)[CH2:17][CH2:16][CH2:15][CH2:14]1. (6) Given the reactants [CH3:1][N:2]([C:8]([O:10][C:11]([CH3:14])([CH3:13])[CH3:12])=[O:9])[CH:3]([CH3:7])[C:4]([OH:6])=O.C1(N=C=NC2CCCCC2)CCCCC1.[NH2:30][C:31]1[N:36]=[C:35]([C:37]#[C:38][C:39]2[CH:44]=[CH:43][CH:42]=[CH:41][CH:40]=2)[C:34]([NH:45][C:46]([CH:48]2[CH2:53][CH2:52][O:51][CH2:50][CH2:49]2)=[O:47])=[CH:33][CH:32]=1.CCN(C(C)C)C(C)C, predict the reaction product. The product is: [C:11]([O:10][C:8](=[O:9])[N:2]([CH3:1])[CH:3]([CH3:7])[C:4]([NH:30][C:31]1[CH:32]=[CH:33][C:34]([NH:45][C:46]([CH:48]2[CH2:53][CH2:52][O:51][CH2:50][CH2:49]2)=[O:47])=[C:35]([C:37]#[C:38][C:39]2[CH:40]=[CH:41][CH:42]=[CH:43][CH:44]=2)[N:36]=1)=[O:6])([CH3:14])([CH3:13])[CH3:12]. (7) Given the reactants [Cl:1][C:2]1[N:7]=[C:6]([C:8]([NH2:10])=[O:9])[CH:5]=[C:4](Cl)[N:3]=1.Cl.[CH3:13][CH:14]1[CH2:17][CH2:16][NH:15]1, predict the reaction product. The product is: [Cl:1][C:2]1[N:7]=[C:6]([C:8]([NH2:10])=[O:9])[CH:5]=[C:4]([N:15]2[CH2:16][CH2:17][CH:14]2[CH3:13])[N:3]=1. (8) Given the reactants [CH:1]([N:4]1[C:12]2[CH:11]=[C:10]([N:13]([C:21]3[CH:26]=[CH:25][N:24]=[C:23]([C:27]4[CH:28]=[N:29][N:30]([S:32]([CH:35]5[CH2:38][O:37][CH2:36]5)(=[O:34])=[O:33])[CH:31]=4)[N:22]=3)C(=O)OC(C)(C)C)[N:9]=[CH:8][C:7]=2[N:6]=[C:5]1[CH3:39])([CH3:3])[CH3:2].FC(F)(F)C(O)=O.C(=O)(O)[O-].[Na+], predict the reaction product. The product is: [CH:1]([N:4]1[C:12]2[CH:11]=[C:10]([NH:13][C:21]3[CH:26]=[CH:25][N:24]=[C:23]([C:27]4[CH:28]=[N:29][N:30]([S:32]([CH:35]5[CH2:36][O:37][CH2:38]5)(=[O:33])=[O:34])[CH:31]=4)[N:22]=3)[N:9]=[CH:8][C:7]=2[N:6]=[C:5]1[CH3:39])([CH3:3])[CH3:2]. (9) Given the reactants [CH3:1][O:2][C:3]1([C:10]2[CH:17]=[CH:16][C:15]([C:18]([F:21])([F:20])[F:19])=[CH:14][C:11]=2[CH:12]=O)[CH2:9][CH2:8][CH2:7][CH2:6][CH2:5][CH2:4]1.[CH3:22][N:23]1[N:27]=[N:26][C:25]([NH2:28])=[N:24]1.C(O)C.[BH4-].[Na+], predict the reaction product. The product is: [CH3:1][O:2][C:3]1([C:10]2[CH:17]=[CH:16][C:15]([C:18]([F:21])([F:20])[F:19])=[CH:14][C:11]=2[CH2:12][NH:28][C:25]2[N:26]=[N:27][N:23]([CH3:22])[N:24]=2)[CH2:9][CH2:8][CH2:7][CH2:6][CH2:5][CH2:4]1. (10) The product is: [CH3:15][N:14]1[C:10]([CH:5]2[CH2:6][CH2:7][CH:8]=[CH:9][CH2:1][O:4]2)=[C:11]([N+:16]([O-:18])=[O:17])[CH:12]=[N:13]1. Given the reactants [CH2:1]([O:4][CH:5]([C:10]1[N:14]([CH3:15])[N:13]=[CH:12][C:11]=1[N+:16]([O-:18])=[O:17])[CH2:6][CH2:7][CH:8]=[CH2:9])C=C, predict the reaction product.